Dataset: Ames mutagenicity test results for genotoxicity prediction. Task: Regression/Classification. Given a drug SMILES string, predict its toxicity properties. Task type varies by dataset: regression for continuous values (e.g., LD50, hERG inhibition percentage) or binary classification for toxic/non-toxic outcomes (e.g., AMES mutagenicity, cardiotoxicity, hepatotoxicity). Dataset: ames. The drug is Cc1ccc2c(c1O)C(=O)c1ccccc1C2=O. The result is 1 (mutagenic).